From a dataset of Forward reaction prediction with 1.9M reactions from USPTO patents (1976-2016). Predict the product of the given reaction. (1) Given the reactants [C:1]([C:3]1[CH:10]=[C:7]([CH:8]=[O:9])[C:6]([OH:11])=[CH:5][CH:4]=1)#[CH:2].[CH2:12]([N:19]=[N+:20]=[N-:21])[C:13]1[CH:18]=[CH:17][CH:16]=[CH:15][CH:14]=1.CC(O)(C)C.O=C1O[C@H]([C@H](CO)O)C([O-])=C1O.[Na+], predict the reaction product. The product is: [CH2:12]([N:19]1[CH:2]=[C:1]([C:3]2[CH:4]=[CH:5][C:6]([OH:11])=[C:7]([CH:10]=2)[CH:8]=[O:9])[N:21]=[N:20]1)[C:13]1[CH:18]=[CH:17][CH:16]=[CH:15][CH:14]=1. (2) The product is: [CH2:24]([C:23]1[C:3]2[C:4](=[O:22])[N:5]([C:12]3[CH:17]=[CH:16][CH:15]=[C:14]([C:18]([F:21])([F:19])[F:20])[CH:13]=3)[C:6]3[N:7]=[CH:8][CH:9]=[CH:10][C:11]=3[C:2]=2[NH:34][N:33]=1)[C:25]1[CH:26]=[CH:27][CH:28]=[CH:29][CH:30]=1. Given the reactants O[C:2]1[C:11]2[C:6](=[N:7][CH:8]=[CH:9][CH:10]=2)[N:5]([C:12]2[CH:17]=[CH:16][CH:15]=[C:14]([C:18]([F:21])([F:20])[F:19])[CH:13]=2)[C:4](=[O:22])[C:3]=1[C:23](=O)[CH2:24][C:25]1[CH:30]=[CH:29][CH:28]=[CH:27][CH:26]=1.O.[NH2:33][NH2:34].O, predict the reaction product. (3) Given the reactants [F:1][C:2]1[CH:3]=[C:4]([CH:8]=[C:9]([F:11])[CH:10]=1)[C:5]([OH:7])=O.O.ON1C2C=CC=CC=2N=N1.Cl.CN(C)CCCN=C=NCC.C(N(CC)C(C)C)(C)C.[Cl:44][C:45]1[CH:50]=[CH:49][C:48]([NH:51][CH2:52][CH2:53][CH2:54][NH2:55])=[CH:47][CH:46]=1, predict the reaction product. The product is: [Cl:44][C:45]1[CH:46]=[CH:47][C:48]([NH:51][CH2:52][CH2:53][CH2:54][NH:55][C:5](=[O:7])[C:4]2[CH:8]=[C:9]([F:11])[CH:10]=[C:2]([F:1])[CH:3]=2)=[CH:49][CH:50]=1. (4) The product is: [CH3:45][O:47][C:2]1[CH:10]=[C:9]([O:11][C:12]2[CH:17]=[CH:16][C:15]([CH2:18][N:19]3[CH2:20][CH2:21][CH:22]([N:25]4[C@H:29]([C:30]5[CH:35]=[CH:34][CH:33]=[CH:32][CH:31]=5)[CH2:28][O:27][C:26]4=[O:36])[CH2:23][CH2:24]3)=[C:14]([CH3:37])[N:13]=2)[CH:8]=[CH:7][C:3]=1[C:4]([OH:6])=[O:5]. Given the reactants C[C:2]1[CH:10]=[C:9]([O:11][C:12]2[CH:17]=[CH:16][C:15]([CH2:18][N:19]3[CH2:24][CH2:23][CH:22]([N:25]4[C@H:29]([C:30]5[CH:35]=[CH:34][CH:33]=[CH:32][CH:31]=5)[CH2:28][O:27][C:26]4=[O:36])[CH2:21][CH2:20]3)=[C:14]([CH3:37])[N:13]=2)[CH:8]=[CH:7][C:3]=1[C:4]([OH:6])=[O:5].FC1C=[C:45]([O:47]C2C=CC(C=O)=C(C)N=2)C=CC=1C#N.C(C1C=CC(OC2C=CC(C#N)=C(C)C=2)=NC=1C)=O, predict the reaction product. (5) Given the reactants [C:1]([C:3]([C:6]1[CH:7]=[C:8]([CH:23]=[CH:24][CH:25]=1)[C:9]([NH:11][C:12]1[CH:17]=[CH:16][C:15]([CH3:18])=[C:14]([C:19](=[O:22])[CH2:20][SH:21])[CH:13]=1)=[O:10])([CH3:5])[CH3:4])#[N:2].Cl[C:27]1[C:28]([C:33]#[N:34])=[N:29][CH:30]=[CH:31][N:32]=1.C(=O)([O-])[O-].[Na+].[Na+], predict the reaction product. The product is: [NH2:34][C:33]1[C:28]2[C:27](=[N:32][CH:31]=[CH:30][N:29]=2)[S:21][C:20]=1[C:19]([C:14]1[CH:13]=[C:12]([NH:11][C:9](=[O:10])[C:8]2[CH:23]=[CH:24][CH:25]=[C:6]([C:3]([C:1]#[N:2])([CH3:4])[CH3:5])[CH:7]=2)[CH:17]=[CH:16][C:15]=1[CH3:18])=[O:22].